From a dataset of Full USPTO retrosynthesis dataset with 1.9M reactions from patents (1976-2016). Predict the reactants needed to synthesize the given product. Given the product [CH3:14][N:16]([CH3:17])[C:11](=[O:13])[CH2:10][CH2:9][NH:8][C:1](=[O:2])[O:3][C:4]([CH3:7])([CH3:6])[CH3:5], predict the reactants needed to synthesize it. The reactants are: [C:1]([NH:8][CH2:9][CH2:10][C:11]([OH:13])=O)([O:3][C:4]([CH3:7])([CH3:6])[CH3:5])=[O:2].[CH2:14]([N:16](C(C)C)[CH:17](C)C)C.CN(C(ON1N=NC2C=CC=NC1=2)=[N+](C)C)C.F[P-](F)(F)(F)(F)F.Cl.CNC.